From a dataset of Reaction yield outcomes from USPTO patents with 853,638 reactions. Predict the reaction yield, written as a fraction of the theoretical maximum amount of product (1.0 means a 100% yield; for example, 0.34 means a 34% yield). The reactants are [CH2:1]([Mg]Br)[CH2:2][CH2:3][CH2:4][CH2:5][CH2:6][CH2:7][CH2:8][CH2:9][CH2:10][CH2:11][CH3:12].C([O:17][CH2:18][CH3:19])C.[BH4-].[Na+]. The catalyst is CO.O1CCCC1. The product is [CH3:12][CH2:11][CH2:10][CH2:9][CH2:8][CH2:7][CH2:6][CH2:5][CH2:4][CH2:3][CH2:2][CH2:1][CH:18]([OH:17])[CH2:19][CH2:12][CH2:11][CH2:10][CH2:9][CH2:8][CH2:7]/[CH:6]=[CH:5]\[CH2:4]/[CH:3]=[CH:2]\[CH2:1][CH2:1][CH2:2][CH2:3][CH3:4]. The yield is 0.890.